This data is from Reaction yield outcomes from USPTO patents with 853,638 reactions. The task is: Predict the reaction yield, written as a fraction of the theoretical maximum amount of product (1.0 means a 100% yield; for example, 0.34 means a 34% yield). (1) The reactants are CN(C(ON1N=NC2C=CC=NC1=2)=[N+](C)C)C.F[P-](F)(F)(F)(F)F.[F:25][C:26]1[CH:31]=[CH:30][CH:29]=[CH:28][C:27]=1[N:32]1[C:40]2[C:35](=[C:36]([N:41]3[CH2:45][CH2:44][N:43]([CH2:46][C:47](O)=[O:48])[C:42]3=[O:50])[CH:37]=[CH:38][CH:39]=2)[CH:34]=[N:33]1.Cl.[F:52][C@H:53]1[CH2:58][CH2:57][CH2:56][NH:55][CH2:54]1. The catalyst is CN(C)C=O. The product is [F:25][C:26]1[CH:31]=[CH:30][CH:29]=[CH:28][C:27]=1[N:32]1[C:40]2[C:35](=[C:36]([N:41]3[CH2:45][CH2:44][N:43]([CH2:46][C:47]([N:55]4[CH2:56][CH2:57][CH2:58][C@H:53]([F:52])[CH2:54]4)=[O:48])[C:42]3=[O:50])[CH:37]=[CH:38][CH:39]=2)[CH:34]=[N:33]1. The yield is 0.770. (2) The reactants are C(C1C=CC(COC2C=C([O:18][S:19]([C:22]3[CH:27]=[CH:26][CH:25]=[CH:24][C:23]=3[Cl:28])(=[O:21])=[O:20])C=C(C)C=2)=CC=1)#N.Cl.C(=O)([O-])[O-].[NH4+].[NH4+]. The catalyst is C(Cl)Cl.C(O)C. The product is [Cl:28][C:23]1[CH:24]=[CH:25][CH:26]=[CH:27][C:22]=1[S:19]([OH:21])(=[O:20])=[O:18]. The yield is 0.740.